From a dataset of Forward reaction prediction with 1.9M reactions from USPTO patents (1976-2016). Predict the product of the given reaction. Given the reactants [OH-].[Na+].[CH2:3]([NH:10][C:11](=[O:37])[N:12]([C:14]1[CH:15]=[C:16]([C:20]2[CH:25]=[CH:24][C:23]([CH2:26][CH2:27][C:28]([O:30]C)=[O:29])=[CH:22][C:21]=2[O:32][CH2:33][CH2:34][CH2:35][OH:36])[CH:17]=[CH:18][CH:19]=1)[CH3:13])[CH2:4][CH2:5][CH2:6][CH2:7][CH2:8][CH3:9], predict the reaction product. The product is: [CH2:3]([NH:10][C:11](=[O:37])[N:12]([C:14]1[CH:15]=[C:16]([C:20]2[CH:25]=[CH:24][C:23]([CH2:26][CH2:27][C:28]([OH:30])=[O:29])=[CH:22][C:21]=2[O:32][CH2:33][CH2:34][CH2:35][OH:36])[CH:17]=[CH:18][CH:19]=1)[CH3:13])[CH2:4][CH2:5][CH2:6][CH2:7][CH2:8][CH3:9].